From a dataset of Catalyst prediction with 721,799 reactions and 888 catalyst types from USPTO. Predict which catalyst facilitates the given reaction. Reactant: Cl.C(OC([N:9]1[CH2:14][CH2:13][C:12]([NH:18][C:19]([O:21][CH2:22][C:23]2[CH:28]=[CH:27][CH:26]=[CH:25][CH:24]=2)=[O:20])([CH2:15][O:16][CH3:17])[CH2:11][CH2:10]1)=O)(C)(C)C.C(OCC)C. Product: [CH2:22]([O:21][C:19](=[O:20])[NH:18][C:12]1([CH2:15][O:16][CH3:17])[CH2:11][CH2:10][NH:9][CH2:14][CH2:13]1)[C:23]1[CH:28]=[CH:27][CH:26]=[CH:25][CH:24]=1. The catalyst class is: 12.